This data is from Forward reaction prediction with 1.9M reactions from USPTO patents (1976-2016). The task is: Predict the product of the given reaction. (1) The product is: [F:1][C:2]1[CH:9]=[C:8]([N:10]2[CH2:15][CH2:14][N:13]3[N:16]=[C:17]([C:19]4[CH:24]=[CH:23][CH:22]=[CH:21][N:20]=4)[N:18]=[C:12]3[CH2:11]2)[CH:7]=[CH:4][CH:3]=1. Given the reactants [F:1][C:2]1[CH:3]=[C:4]([CH:7]=[C:8]([N:10]2[CH2:15][CH2:14][N:13]3[N:16]=[C:17]([C:19]4[CH:24]=[CH:23][CH:22]=[CH:21][N:20]=4)[N:18]=[C:12]3[CH2:11]2)[CH:9]=1)C#N.BrC1C=CC=C(F)C=1, predict the reaction product. (2) Given the reactants Br[C:2]1[NH:6][C:5]([CH3:7])=[N:4][C:3]=1[N+:8]([O-:10])=[O:9].[C:11]1([CH3:23])[CH:16]=[C:15]([CH3:17])[CH:14]=[C:13]([CH3:18])[C:12]=1OB(O)O.O.O.O.O.O.O.O.O.[OH-].[Ba+2].[OH-], predict the reaction product. The product is: [C:11]1([CH3:23])[CH:16]=[C:15]([CH3:17])[CH:14]=[C:13]([CH3:18])[C:12]=1[N:6]1[CH:2]=[C:3]([N+:8]([O-:10])=[O:9])[N:4]=[C:5]1[CH3:7]. (3) Given the reactants [OH:1][C:2]([C:23]1[CH:28]=[CH:27][CH:26]=[CH:25][CH:24]=1)([CH2:19][C:20]([CH3:22])=[CH2:21])[CH2:3][CH2:4][NH:5][C@H:6]1[CH2:11][CH2:10][CH2:9][N:8]([C:12]([O:14][C:15]([CH3:18])([CH3:17])[CH3:16])=[O:13])[CH2:7]1.C(N(CC)CC)C.N1C=CC=CC=1.Cl[C:43]([O:45][CH3:46])=[O:44], predict the reaction product. The product is: [OH:1][C:2]([C:23]1[CH:24]=[CH:25][CH:26]=[CH:27][CH:28]=1)([CH2:19][C:20]([CH3:22])=[CH2:21])[CH2:3][CH2:4][N:5]([C:43]([O:45][CH3:46])=[O:44])[C@H:6]1[CH2:11][CH2:10][CH2:9][N:8]([C:12]([O:14][C:15]([CH3:18])([CH3:16])[CH3:17])=[O:13])[CH2:7]1. (4) Given the reactants [Cl:1][C:2]1[CH:7]=[CH:6][C:5]([C:8]2[S:9][C:10]([CH2:13]OC3CCC(=O)C=3)=[CH:11][N:12]=2)=[CH:4][CH:3]=1.[N-](S(C(F)(F)F)(=O)=O)S(C(F)(F)F)(=O)=[O:23].[CH2:36]([N+]1C=CN(C)C=1)[CH2:37][CH2:38][CH3:39].[CH3:46][O:47]CCOC, predict the reaction product. The product is: [Cl:1][C:2]1[CH:3]=[CH:4][C:5]([C:8]2[S:9][C:10]([CH3:13])=[C:11]([CH:36]3[C:37](=[O:23])[CH2:38][CH2:39][C:46]3=[O:47])[N:12]=2)=[CH:6][CH:7]=1.